This data is from Reaction yield outcomes from USPTO patents with 853,638 reactions. The task is: Predict the reaction yield, written as a fraction of the theoretical maximum amount of product (1.0 means a 100% yield; for example, 0.34 means a 34% yield). (1) The reactants are [NH2:1][C:2]1[CH:3]=[CH:4][CH:5]=[C:6]2[C:11]=1[N:10]=[CH:9][N:8]([C:12]1[CH:13]=[C:14]([NH:19][C:20](=[O:32])[C:21]3[CH:26]=[CH:25][CH:24]=[C:23]([C:27]([C:30]#[N:31])([CH3:29])[CH3:28])[CH:22]=3)[CH:15]=[CH:16][C:17]=1[CH3:18])[C:7]2=[O:33].[CH:34]1([C:37](Cl)=[O:38])[CH2:36][CH2:35]1.C(N(CC)CC)C. The catalyst is C(Cl)Cl. The product is [C:30]([C:27]([C:23]1[CH:22]=[C:21]([CH:26]=[CH:25][CH:24]=1)[C:20]([NH:19][C:14]1[CH:15]=[CH:16][C:17]([CH3:18])=[C:12]([N:8]2[C:7](=[O:33])[C:6]3[C:11](=[C:2]([NH:1][C:37]([CH:34]4[CH2:36][CH2:35]4)=[O:38])[CH:3]=[CH:4][CH:5]=3)[N:10]=[CH:9]2)[CH:13]=1)=[O:32])([CH3:29])[CH3:28])#[N:31]. The yield is 0.387. (2) The reactants are [CH2:1]([O:3][C:4](=[O:25])[CH2:5][N:6]([CH3:24])[C:7]1[CH:16]=[CH:15][CH:14]=[C:13]2[C:8]=1[CH2:9][CH2:10][N:11](C(OC(C)(C)C)=O)[CH2:12]2)[CH3:2].C(O)(C(F)(F)F)=O.O.C([O-])(O)=O.[Na+]. The catalyst is C(Cl)Cl. The product is [CH2:1]([O:3][C:4](=[O:25])[CH2:5][N:6]([CH3:24])[C:7]1[CH:16]=[CH:15][CH:14]=[C:13]2[C:8]=1[CH2:9][CH2:10][NH:11][CH2:12]2)[CH3:2]. The yield is 0.990.